From a dataset of Catalyst prediction with 721,799 reactions and 888 catalyst types from USPTO. Predict which catalyst facilitates the given reaction. (1) Reactant: O.[OH-].[Li+].O.[Br:5][C:6]1[S:10][C:9]([C@@H:11]2[CH2:13][C@H:12]2[C:14]([O:16]CC)=[O:15])=[CH:8][CH:7]=1. Product: [Br:5][C:6]1[S:10][C:9]([C@@H:11]2[CH2:13][C@H:12]2[C:14]([OH:16])=[O:15])=[CH:8][CH:7]=1. The catalyst class is: 5. (2) Reactant: Br[C:2]1[CH:24]=[CH:23][C:5]2[C:6]([CH2:9][CH2:10][C:11]3[N:12]=[C:13]([C:17]4[CH:22]=[CH:21][CH:20]=[CH:19][CH:18]=4)[O:14][C:15]=3[CH3:16])=[N:7][O:8][C:4]=2[CH:3]=1.C([Li])CCC.CN([CH:33]=[O:34])C.[Cl-].[NH4+]. Product: [C:17]1([C:13]2[O:14][C:15]([CH3:16])=[C:11]([CH2:10][CH2:9][C:6]3[C:5]4[CH:23]=[CH:24][C:2]([CH:33]=[O:34])=[CH:3][C:4]=4[O:8][N:7]=3)[N:12]=2)[CH:22]=[CH:21][CH:20]=[CH:19][CH:18]=1. The catalyst class is: 54.